Dataset: Forward reaction prediction with 1.9M reactions from USPTO patents (1976-2016). Task: Predict the product of the given reaction. (1) Given the reactants C(Cl)(=O)[C:2]1[CH:7]=[CH:6][CH:5]=[CH:4][CH:3]=1.[S-:10][C:11]#[N:12].[NH4+].CC1C=CC(NC(OC(C)(C)C)=O)=CC=1[NH2:17], predict the reaction product. The product is: [C:2]1([NH:12][C:11]([NH2:17])=[S:10])[CH:7]=[CH:6][CH:5]=[CH:4][CH:3]=1. (2) Given the reactants [CH3:1][O:2][C:3](=[O:28])[C@@H:4]([NH:20][C:21]([O:23][C:24]([CH3:27])([CH3:26])[CH3:25])=[O:22])[CH2:5][C:6]1[CH:11]=[CH:10][CH:9]=[C:8]([O:12]CC2C=CC=CC=2)[CH:7]=1, predict the reaction product. The product is: [CH3:1][O:2][C:3](=[O:28])[C@@H:4]([NH:20][C:21]([O:23][C:24]([CH3:26])([CH3:25])[CH3:27])=[O:22])[CH2:5][C:6]1[CH:11]=[CH:10][CH:9]=[C:8]([OH:12])[CH:7]=1. (3) The product is: [F:21][C@@H:19]1[CH2:20][N:16]([C:14](=[O:15])[CH2:13][NH:12][C:7]23[CH2:6][CH2:5][C:4]([C:1]([NH:24][C:25]4[S:26][CH:27]=[C:28]([C:30]5[CH:31]=[CH:32][C:33]([F:36])=[CH:34][CH:35]=5)[N:29]=4)=[O:2])([CH2:11][CH2:10]2)[CH2:9][CH2:8]3)[C@H:17]([C:22]#[N:23])[CH2:18]1. Given the reactants [C:1]([C:4]12[CH2:11][CH2:10][C:7]([NH:12][CH2:13][C:14]([N:16]3[CH2:20][C@@H:19]([F:21])[CH2:18][C@H:17]3[C:22]#[N:23])=[O:15])([CH2:8][CH2:9]1)[CH2:6][CH2:5]2)(O)=[O:2].[NH2:24][C:25]1[S:26][CH:27]=[C:28]([C:30]2[CH:35]=[CH:34][C:33]([F:36])=[CH:32][CH:31]=2)[N:29]=1, predict the reaction product. (4) Given the reactants [CH3:1][S:2][C:3]1[N:8]=[C:7](N)[CH:6]=[C:5]([C:10]2[CH:15]=[CH:14][CH:13]=[C:12]([C:16]([F:19])([F:18])[F:17])[CH:11]=2)[N:4]=1.N([O-])=[O:21].[Na+], predict the reaction product. The product is: [CH3:1][S:2][C:3]1[N:8]=[C:7]([OH:21])[CH:6]=[C:5]([C:10]2[CH:15]=[CH:14][CH:13]=[C:12]([C:16]([F:19])([F:18])[F:17])[CH:11]=2)[N:4]=1. (5) Given the reactants [Br:1][C:2]1[CH:7]=[CH:6][C:5]([SH:8])=[CH:4][C:3]=1[CH3:9].[H-].[Na+].I[CH3:13], predict the reaction product. The product is: [Br:1][C:2]1[CH:7]=[CH:6][C:5]([S:8][CH3:13])=[CH:4][C:3]=1[CH3:9]. (6) Given the reactants [F:1][C:2]([F:7])([F:6])[C:3]([OH:5])=[O:4].[N:8]1([C:14]2[CH:19]=[C:18]([C:20]3[CH:25]=[CH:24][CH:23]=[C:22](C(F)(F)F)[CH:21]=3)[N:17]=[C:16]([C:30]#[N:31])[N:15]=2)[CH2:13][CH2:12][NH:11][CH2:10][CH2:9]1.[CH:32]1([CH:35]=O)[CH2:34][CH2:33]1.C(O)(=O)C.C([BH3-])#N, predict the reaction product. The product is: [F:1][C:2]([F:7])([F:6])[C:3]([OH:5])=[O:4].[CH:32]1([CH2:35][N:11]2[CH2:10][CH2:9][N:8]([C:14]3[CH:19]=[C:18]([C:20]4[CH:25]=[CH:24][CH:23]=[CH:22][C:21]=4[C:2]([F:7])([F:6])[F:1])[N:17]=[C:16]([C:30]#[N:31])[N:15]=3)[CH2:13][CH2:12]2)[CH2:34][CH2:33]1. (7) The product is: [CH2:1]([N:8]1[CH2:9][CH2:10][N:11]([CH2:14][C:15]2([C:17]#[N:18])[CH2:31][CH2:30][CH2:29][CH2:28][CH2:16]2)[CH2:12][CH2:13]1)[C:2]1[CH:3]=[CH:4][CH:5]=[CH:6][CH:7]=1. Given the reactants [CH2:1]([N:8]1[CH2:13][CH2:12][N:11]([CH2:14][CH:15]([C:17]#[N:18])[CH3:16])[CH2:10][CH2:9]1)[C:2]1[CH:7]=[CH:6][CH:5]=[CH:4][CH:3]=1.C([N-]C(C)C)(C)C.[Li+].Br[CH2:28][CH2:29][CH2:30][CH2:31]CBr.O, predict the reaction product. (8) Given the reactants [Cl:1][C:2]1[CH:10]=[C:9]2[C:5]([CH:6]=[CH:7][NH:8]2)=[CH:4][CH:3]=1.I[C:12]1[CH:17]=[CH:16][CH:15]=[C:14]([C:18]([F:21])([F:20])[F:19])[CH:13]=1, predict the reaction product. The product is: [Cl:1][C:2]1[CH:10]=[C:9]2[C:5]([CH:6]=[CH:7][N:8]2[C:12]2[CH:17]=[CH:16][CH:15]=[C:14]([C:18]([F:21])([F:20])[F:19])[CH:13]=2)=[CH:4][CH:3]=1.